This data is from Catalyst prediction with 721,799 reactions and 888 catalyst types from USPTO. The task is: Predict which catalyst facilitates the given reaction. The catalyst class is: 96. Reactant: [NH:1]1[C:9]2[C:4](=[CH:5][CH:6]=[CH:7][CH:8]=2)[C:3]([CH:10]=[O:11])=[CH:2]1.N1C=CC=CC=1.[C:18](OC(=O)C)(=[O:20])[CH3:19]. Product: [C:18]([N:1]1[C:9]2[C:4](=[CH:5][CH:6]=[CH:7][CH:8]=2)[C:3]([CH:10]=[O:11])=[CH:2]1)(=[O:20])[CH3:19].